This data is from Full USPTO retrosynthesis dataset with 1.9M reactions from patents (1976-2016). The task is: Predict the reactants needed to synthesize the given product. Given the product [CH2:6]([O:13][C:14]1[CH:23]=[C:22]([CH:64]2[CH2:65][CH2:66][CH2:61]2)[CH:21]=[CH:20][C:15]=1[C:16]([O:18][CH3:19])=[O:17])[C:7]1[CH:12]=[CH:11][CH:10]=[CH:9][CH:8]=1, predict the reactants needed to synthesize it. The reactants are: BrCCBr.[Mg].[CH2:6]([O:13][C:14]1[CH:23]=[C:22](I)[CH:21]=[CH:20][C:15]=1[C:16]([O:18][CH3:19])=[O:17])[C:7]1[CH:12]=[CH:11][CH:10]=[CH:9][CH:8]=1.[C:65]1(P([C:61]2[CH:66]=[CH:65][CH:64]=CC=2)[C:65]2[C:64]3O[C:64]4[C:65](=[CH:66][CH:61]=CC=4P([C:65]4[CH:64]=CC=[CH:61][CH:66]=4)[C:65]4[CH:64]=CC=[CH:61][CH:66]=4)C(C)(C)C=3C=[CH:61][CH:66]=2)[CH:64]=CC=[CH:61][CH:66]=1.